This data is from Forward reaction prediction with 1.9M reactions from USPTO patents (1976-2016). The task is: Predict the product of the given reaction. The product is: [C:28]([O:24][CH2:23][C:3]1[C:4]([N:8]2[CH2:21][CH2:20][N:11]3[C:12]4[CH2:13][CH2:14][CH2:15][CH2:16][C:17]=4[C:18]([F:19])=[C:10]3[C:9]2=[O:22])=[N:5][CH:6]=[CH:7][C:2]=1[Cl:1])(=[O:30])[CH3:29]. Given the reactants [Cl:1][C:2]1[CH:7]=[CH:6][N:5]=[C:4]([N:8]2[CH2:21][CH2:20][N:11]3[C:12]4[CH2:13][CH2:14][CH2:15][CH2:16][C:17]=4[C:18]([F:19])=[C:10]3[C:9]2=[O:22])[C:3]=1[CH2:23][OH:24].ClCCl.[C:28](Cl)(=[O:30])[CH3:29], predict the reaction product.